This data is from NCI-60 drug combinations with 297,098 pairs across 59 cell lines. The task is: Regression. Given two drug SMILES strings and cell line genomic features, predict the synergy score measuring deviation from expected non-interaction effect. (1) Drug 1: CC12CCC(CC1=CCC3C2CCC4(C3CC=C4C5=CN=CC=C5)C)O. Drug 2: C1CCN(CC1)CCOC2=CC=C(C=C2)C(=O)C3=C(SC4=C3C=CC(=C4)O)C5=CC=C(C=C5)O. Cell line: OVCAR-4. Synergy scores: CSS=2.45, Synergy_ZIP=-2.28, Synergy_Bliss=-2.11, Synergy_Loewe=-3.04, Synergy_HSA=-3.26. (2) Drug 1: C1=NNC2=C1C(=O)NC=N2. Drug 2: B(C(CC(C)C)NC(=O)C(CC1=CC=CC=C1)NC(=O)C2=NC=CN=C2)(O)O. Cell line: SF-268. Synergy scores: CSS=35.2, Synergy_ZIP=0.670, Synergy_Bliss=2.23, Synergy_Loewe=-52.4, Synergy_HSA=-0.363.